Predict which catalyst facilitates the given reaction. From a dataset of Catalyst prediction with 721,799 reactions and 888 catalyst types from USPTO. (1) Reactant: C([O-])([O-])=O.[K+].[K+].Br[CH2:8][C:9]#[C:10][C@:11]([NH:23][C@H:24]([C:30]([NH:32][C@H:33]([C:36]([O:38][CH3:39])=[O:37])[CH2:34][SH:35])=[O:31])[CH2:25][C:26]([F:29])([CH3:28])[CH3:27])([C:16]1[CH:21]=[CH:20][C:19]([Br:22])=[CH:18][CH:17]=1)[C:12]([F:15])([F:14])[F:13].O.CCOC(C)=O. Product: [Br:22][C:19]1[CH:20]=[CH:21][C:16]([C@:11]2([C:12]([F:14])([F:13])[F:15])[C:10]#[C:9][CH2:8][S:35][CH2:34][C@@H:33]([C:36]([O:38][CH3:39])=[O:37])[NH:32][C:30](=[O:31])[C@H:24]([CH2:25][C:26]([F:29])([CH3:28])[CH3:27])[NH:23]2)=[CH:17][CH:18]=1. The catalyst class is: 3. (2) Reactant: O.O.[Sn](Cl)Cl.[CH3:6]/[C:7](=[CH:17]\[C:18]1[CH:23]=[CH:22][C:21]([N+:24]([O-])=O)=[CH:20][CH:19]=1)/[CH:8]=[CH:9]/[C:10]([O:12][C:13]([CH3:16])([CH3:15])[CH3:14])=[O:11]. Product: [CH3:6]/[C:7](=[CH:17]\[C:18]1[CH:23]=[CH:22][C:21]([NH2:24])=[CH:20][CH:19]=1)/[CH:8]=[CH:9]/[C:10]([O:12][C:13]([CH3:14])([CH3:15])[CH3:16])=[O:11]. The catalyst class is: 5.